From a dataset of Forward reaction prediction with 1.9M reactions from USPTO patents (1976-2016). Predict the product of the given reaction. (1) Given the reactants [NH2:1][C:2]1[CH:3]=[CH:4][C:5]([F:28])=[C:6]([C@:8]23[CH2:16][O:15][C@H:14]([CH:17]([F:19])[F:18])[C@H:13]2[CH2:12][S:11][C:10]([NH:20][C:21](=[O:27])[O:22][C:23]([CH3:26])([CH3:25])[CH3:24])=[N:9]3)[CH:7]=1.[CH3:29][O:30][C:31]1[N:32]=[CH:33][C:34]([C:37](O)=[O:38])=[N:35][CH:36]=1.C(N(CC)C(C)C)(C)C.F[P-](F)(F)(F)(F)F.[PH4+], predict the reaction product. The product is: [F:18][CH:17]([F:19])[C@@H:14]1[C@@H:13]2[C@@:8]([C:6]3[CH:7]=[C:2]([NH:1][C:37]([C:34]4[CH:33]=[N:32][C:31]([O:30][CH3:29])=[CH:36][N:35]=4)=[O:38])[CH:3]=[CH:4][C:5]=3[F:28])([N:9]=[C:10]([NH:20][C:21](=[O:27])[O:22][C:23]([CH3:25])([CH3:24])[CH3:26])[S:11][CH2:12]2)[CH2:16][O:15]1. (2) Given the reactants [Cl:1][C:2]1[N:7]=[C:6]([C:8]2[S:12][C:11]([CH:13]([CH3:15])[CH3:14])=[N:10][C:9]=2[C:16]2[CH:17]=[C:18]([CH:20]=[CH:21][CH:22]=2)[NH2:19])[CH:5]=[CH:4][N:3]=1.[O:23]1[CH:27]=[CH:26][CH:25]=[C:24]1[S:28](Cl)(=[O:30])=[O:29], predict the reaction product. The product is: [Cl:1][C:2]1[N:7]=[C:6]([C:8]2[S:12][C:11]([CH:13]([CH3:15])[CH3:14])=[N:10][C:9]=2[C:16]2[CH:17]=[C:18]([NH:19][S:28]([C:24]3[O:23][CH:27]=[CH:26][CH:25]=3)(=[O:30])=[O:29])[CH:20]=[CH:21][CH:22]=2)[CH:5]=[CH:4][N:3]=1. (3) Given the reactants [F:1][C:2]1[CH:7]=[CH:6][C:5]([C:8]2([CH2:21][OH:22])[CH2:13][CH2:12][N:11]([C:14]([O:16][C:17]([CH3:20])([CH3:19])[CH3:18])=[O:15])[CH2:10][CH2:9]2)=[CH:4][CH:3]=1.Br[CH:24]([C:26]1[C:34]2[C:30](=[CH:31][N:32]([CH2:35][O:36][CH2:37][CH2:38][Si:39]([CH3:42])([CH3:41])[CH3:40])[N:33]=2)[CH:29]=[C:28]([O:43][CH3:44])[CH:27]=1)[CH3:25].[H-].[Na+], predict the reaction product. The product is: [F:1][C:2]1[CH:3]=[CH:4][C:5]([C:8]2([CH2:21][O:22][CH:24]([C:26]3[C:34]4[C:30](=[CH:31][N:32]([CH2:35][O:36][CH2:37][CH2:38][Si:39]([CH3:40])([CH3:42])[CH3:41])[N:33]=4)[CH:29]=[C:28]([O:43][CH3:44])[CH:27]=3)[CH3:25])[CH2:9][CH2:10][N:11]([C:14]([O:16][C:17]([CH3:18])([CH3:19])[CH3:20])=[O:15])[CH2:12][CH2:13]2)=[CH:6][CH:7]=1. (4) Given the reactants [Cl-].[F:2][C:3]1[C:28]([F:29])=[C:27]([O:30][CH2:31][CH2:32][CH2:33][CH2:34][CH2:35][CH3:36])[CH:26]=[CH:25][C:4]=1[CH2:5][P+](C1C=CC=CC=1)(C1C=CC=CC=1)C1C=CC=CC=1.CC(C)([O-])C.[K+].[F:43][C:44]1[C:51]([F:52])=[CH:50][CH:49]=[CH:48][C:45]=1[CH:46]=O.O, predict the reaction product. The product is: [F:43][C:44]1[C:51]([F:52])=[CH:50][CH:49]=[CH:48][C:45]=1[CH2:46][CH2:5][C:4]1[CH:25]=[CH:26][C:27]([O:30][CH2:31][CH2:32][CH2:33][CH2:34][CH2:35][CH3:36])=[C:28]([F:29])[C:3]=1[F:2]. (5) Given the reactants I[C:2]1[C:10]2[C:9](=[O:11])[N:8]([CH2:12][O:13][CH2:14][CH2:15][Si:16]([CH3:19])([CH3:18])[CH3:17])[N:7]=[CH:6][C:5]=2[N:4]([CH2:20][O:21][CH2:22][CH2:23][Si:24]([CH3:27])([CH3:26])[CH3:25])[CH:3]=1.Br[C:29]1[C:37]2C(=O)N(COCC[Si](C)(C)C)N=C[C:32]=2N(COCC[Si](C)(C)C)C=1.C1(P(C2CCCCC2)C2CCCCC2)CCCCC1, predict the reaction product. The product is: [CH:29]1([C:2]2[C:10]3[C:9](=[O:11])[N:8]([CH2:12][O:13][CH2:14][CH2:15][Si:16]([CH3:19])([CH3:18])[CH3:17])[N:7]=[CH:6][C:5]=3[N:4]([CH2:20][O:21][CH2:22][CH2:23][Si:24]([CH3:27])([CH3:26])[CH3:25])[CH:3]=2)[CH2:37][CH2:32]1. (6) The product is: [CH:2]([C:5]1[CH:6]=[C:7]([C@@H:11]([NH:13][C:35]([C:31]2[CH:30]=[C:29]3[C:34](=[CH:33][CH:32]=2)[N:26]([CH2:25][C:24]2[CH:23]=[C:22]([CH:42]=[CH:41][CH:40]=2)[O:21][C@@H:17]([CH:18]([CH3:20])[CH3:19])[C:16]([O:15][CH3:14])=[O:43])[C:27]([CH3:39])=[C:28]3[CH3:38])=[O:36])[CH3:12])[CH:8]=[CH:9][CH:10]=1)([CH3:4])[CH3:3]. Given the reactants Cl.[CH:2]([C:5]1[CH:6]=[C:7]([C@@H:11]([NH2:13])[CH3:12])[CH:8]=[CH:9][CH:10]=1)([CH3:4])[CH3:3].[CH3:14][O:15][C:16](=[O:43])[C@@H:17]([O:21][C:22]1[CH:23]=[C:24]([CH:40]=[CH:41][CH:42]=1)[CH2:25][N:26]1[C:34]2[C:29](=[CH:30][C:31]([C:35](O)=[O:36])=[CH:32][CH:33]=2)[C:28]([CH3:38])=[C:27]1[CH3:39])[CH:18]([CH3:20])[CH3:19], predict the reaction product. (7) The product is: [F:36][C:37]1[CH:42]=[CH:41][C:40]([S:43]([N:7]2[C:3]([CH3:28])([CH3:2])[CH2:4][CH2:5][C@H:6]2[C:8]([NH:10][CH2:11][C:12]2[CH:17]=[C:16]([C:18]3[CH:19]=[N:20][C:21]([C:24]([F:27])([F:25])[F:26])=[CH:22][CH:23]=3)[N:15]=[CH:14][N:13]=2)=[O:9])(=[O:45])=[O:44])=[CH:39][CH:38]=1. Given the reactants Cl.[CH3:2][C:3]1([CH3:28])[NH:7][C@H:6]([C:8]([NH:10][CH2:11][C:12]2[CH:17]=[C:16]([C:18]3[CH:19]=[N:20][C:21]([C:24]([F:27])([F:26])[F:25])=[CH:22][CH:23]=3)[N:15]=[CH:14][N:13]=2)=[O:9])[CH2:5][CH2:4]1.CCN(CC)CC.[F:36][C:37]1[CH:42]=[CH:41][C:40]([S:43](Cl)(=[O:45])=[O:44])=[CH:39][CH:38]=1, predict the reaction product.